This data is from Forward reaction prediction with 1.9M reactions from USPTO patents (1976-2016). The task is: Predict the product of the given reaction. (1) The product is: [CH2:1]([NH:3][CH2:14][C:5]1[CH:6]=[CH:7][C:8]2[C:13](=[CH:12][CH:11]=[CH:10][CH:9]=2)[N:4]=1)[CH3:2]. Given the reactants [CH2:1]([NH2:3])[CH3:2].[N:4]1[C:13]2[C:8](=[CH:9][CH:10]=[CH:11][CH:12]=2)[CH:7]=[CH:6][C:5]=1[CH:14]=O, predict the reaction product. (2) Given the reactants [OH:1][C:2]1[CH:7]=[CH:6][C:5]([C@@H:8]2[CH2:13][CH2:12][O:11][CH2:10][C@H:9]2[NH:14][S:15]([CH:18]([CH3:20])[CH3:19])(=[O:17])=[O:16])=[CH:4][CH:3]=1.N1C(C)=CC=CC=1C.[O:29](S(C(F)(F)F)(=O)=O)[S:30]([C:33]([F:36])([F:35])[F:34])(=O)=[O:31].O, predict the reaction product. The product is: [CH3:19][CH:18]([S:15]([NH:14][C@H:9]1[C@H:8]([C:5]2[CH:4]=[CH:3][C:2]([O:1][S:30]([C:33]([F:36])([F:35])[F:34])(=[O:31])=[O:29])=[CH:7][CH:6]=2)[CH2:13][CH2:12][O:11][CH2:10]1)(=[O:17])=[O:16])[CH3:20].